This data is from Catalyst prediction with 721,799 reactions and 888 catalyst types from USPTO. The task is: Predict which catalyst facilitates the given reaction. (1) Reactant: [F:1][C:2]1[CH:10]=[C:9]2[C:5]([C:6]([C:20]3[CH:21]=[N:22][N:23]([CH2:25][CH:26]4[CH2:31][CH2:30][NH:29][CH2:28][CH2:27]4)[CH:24]=3)=[CH:7][N:8]2[S:11]([C:14]2[CH:19]=[CH:18][CH:17]=[CH:16][CH:15]=2)(=[O:13])=[O:12])=[CH:4][CH:3]=1.C([O-])([O-])=O.[K+].[K+].[F:38][C:39]([F:44])([F:43])[CH:40]1[CH2:42][O:41]1.O. Product: [F:38][C:39]([F:44])([F:43])[CH:40]([OH:41])[CH2:42][N:29]1[CH2:30][CH2:31][CH:26]([CH2:25][N:23]2[CH:24]=[C:20]([C:6]3[C:5]4[C:9](=[CH:10][C:2]([F:1])=[CH:3][CH:4]=4)[N:8]([S:11]([C:14]4[CH:15]=[CH:16][CH:17]=[CH:18][CH:19]=4)(=[O:12])=[O:13])[CH:7]=3)[CH:21]=[N:22]2)[CH2:27][CH2:28]1. The catalyst class is: 3. (2) Reactant: Cl[C:2]1[C:11]2[C:6](=[CH:7][CH:8]=[CH:9][CH:10]=2)[N:5]=[C:4]([CH3:12])[CH:3]=1.[NH:13]1[CH2:18][CH2:17][NH:16][CH2:15][CH2:14]1. Product: [CH3:12][C:4]1[CH:3]=[C:2]([N:13]2[CH2:18][CH2:17][NH:16][CH2:15][CH2:14]2)[C:11]2[C:6](=[CH:7][CH:8]=[CH:9][CH:10]=2)[N:5]=1. The catalyst class is: 486. (3) Reactant: [CH3:1][Si:2]([CH3:20])([CH3:19])[CH2:3][CH2:4][S:5]([N:8]1[CH2:13][CH2:12][CH2:11][CH:10]([C:14](OCC)=[O:15])[CH2:9]1)(=[O:7])=[O:6].[Li+].[BH4-]. Product: [CH3:1][Si:2]([CH3:20])([CH3:19])[CH2:3][CH2:4][S:5]([N:8]1[CH2:13][CH2:12][CH2:11][CH:10]([CH2:14][OH:15])[CH2:9]1)(=[O:7])=[O:6]. The catalyst class is: 1. (4) Reactant: [N+]([O-])([O-])=O.[Nd+3:5].[N+]([O-])([O-])=O.[N+]([O-])([O-])=O.[O:14]([CH2:21][C:22]([OH:24])=[O:23])[C:15]1[CH:20]=[CH:19][CH:18]=[CH:17][CH:16]=1.C(N(CC)CC)C. Product: [Nd:5].[O:14]([CH2:21][C:22]([OH:24])=[O:23])[C:15]1[CH:20]=[CH:19][CH:18]=[CH:17][CH:16]=1. The catalyst class is: 5. (5) Reactant: [CH2:1]([N:3]1[CH2:15][CH2:14][C:6]2[NH:7][C:8]3[CH:9]=[CH:10][CH:11]=[CH:12][C:13]=3[C:5]=2[CH2:4]1)[CH3:2].[CH3:16][C:17]1[CH:25]=[CH:24][C:20]([CH:21]2[O:23][CH2:22]2)=[CH:19][CH:18]=1.[H-].[Na+]. Product: [CH2:1]([N:3]1[CH2:15][CH2:14][C:6]2[N:7]([CH2:22][CH:21]([C:20]3[CH:24]=[CH:25][C:17]([CH3:16])=[CH:18][CH:19]=3)[OH:23])[C:8]3[CH:9]=[CH:10][CH:11]=[CH:12][C:13]=3[C:5]=2[CH2:4]1)[CH3:2]. The catalyst class is: 3. (6) Reactant: Br[C:2]1[N:3]([CH2:13][CH2:14][CH2:15][C:16]#[CH:17])[C:4]2[C:9]([N:10]=1)=[C:8]([NH2:11])[N:7]=[C:6]([NH2:12])[N:5]=2.[I:18][C:19]1[CH:24]=[CH:23][C:22]([O:25][CH3:26])=[CH:21][C:20]=1[SH:27].CC([O-])(C)C.[K+]. Product: [I:18][C:19]1[CH:24]=[CH:23][C:22]([O:25][CH3:26])=[CH:21][C:20]=1[S:27][C:2]1[N:3]([CH2:13][CH2:14][CH2:15][C:16]#[CH:17])[C:4]2[C:9]([N:10]=1)=[C:8]([NH2:11])[N:7]=[C:6]([NH2:12])[N:5]=2. The catalyst class is: 3. (7) Reactant: [I:1][C:2]1[CH:3]=[C:4]([N:8]2[C:12](=[O:13])[CH2:11][NH:10][C:9]2=[O:14])[CH:5]=[CH:6][CH:7]=1.[H-].[Na+].Br[CH2:18][C:19]([NH2:21])=[O:20].Cl. Product: [I:1][C:2]1[CH:3]=[C:4]([N:8]2[C:12](=[O:13])[CH2:11][N:10]([CH2:18][C:19]([NH2:21])=[O:20])[C:9]2=[O:14])[CH:5]=[CH:6][CH:7]=1. The catalyst class is: 3. (8) Reactant: [C:1]([O:4][CH2:5][C@H:6]1[CH2:11][C@@H:10]([O:12][Si:13]([C:26]([CH3:29])([CH3:28])[CH3:27])([C:20]2[CH:25]=[CH:24][CH:23]=[CH:22][CH:21]=2)[C:14]2[CH:19]=[CH:18][CH:17]=[CH:16][CH:15]=2)[CH2:9][CH2:8][C@@:7]1([C@H:31]1[CH2:39][CH2:38][C@@:37]2([CH3:40])[C@@H:33]([CH2:34][CH2:35][C@@:36]2([OH:46])[C:41]2[S:42][CH:43]=[CH:44][N:45]=2)[C@@H:32]1[CH2:47]O)[CH3:30])(=[O:3])[CH3:2].CS(Cl)(=O)=O.[N-:54]=[N+:55]=[N-:56].[Na+]. Product: [C:1]([O:4][CH2:5][C@H:6]1[CH2:11][C@@H:10]([O:12][Si:13]([C:26]([CH3:28])([CH3:29])[CH3:27])([C:20]2[CH:25]=[CH:24][CH:23]=[CH:22][CH:21]=2)[C:14]2[CH:15]=[CH:16][CH:17]=[CH:18][CH:19]=2)[CH2:9][CH2:8][C@@:7]1([C@H:31]1[CH2:39][CH2:38][C@@:37]2([CH3:40])[C@@H:33]([CH2:34][CH2:35][C@@:36]2([OH:46])[C:41]2[S:42][CH:43]=[CH:44][N:45]=2)[C@@H:32]1[CH2:47][N:54]=[N+:55]=[N-:56])[CH3:30])(=[O:3])[CH3:2]. The catalyst class is: 2. (9) Reactant: [N+]([C:4]1[CH:11]=[CH:10][CH:9]=[CH:8][C:5]=1[CH:6]=[O:7])([O-])=O.[CH3:12][C:13]1[CH:18]=[C:17]([CH3:19])[CH:16]=[CH:15][C:14]=1[SH:20].C([O-])([O-])=O.[K+].[K+].O. Product: [CH3:12][C:13]1[CH:18]=[C:17]([CH3:19])[CH:16]=[CH:15][C:14]=1[S:20][C:4]1[CH:11]=[CH:10][CH:9]=[CH:8][C:5]=1[CH:6]=[O:7]. The catalyst class is: 3. (10) Reactant: [Cl:1][C:2]1[N:10]=[C:9]2[C:5]([NH:6][CH:7]=[N:8]2)=[C:4]([NH2:11])[N:3]=1.C(=O)([O-])[O-].[K+].[K+].Br[CH2:19][C:20]1[CH:21]=[C:22]([CH:27]=[CH:28][CH:29]=1)[C:23]([O:25][CH3:26])=[O:24]. Product: [NH2:11][C:4]1[N:3]=[C:2]([Cl:1])[N:10]=[C:9]2[C:5]=1[N:6]=[CH:7][N:8]2[CH2:19][C:20]1[CH:21]=[C:22]([CH:27]=[CH:28][CH:29]=1)[C:23]([O:25][CH3:26])=[O:24]. The catalyst class is: 3.